This data is from Catalyst prediction with 721,799 reactions and 888 catalyst types from USPTO. The task is: Predict which catalyst facilitates the given reaction. (1) Reactant: [CH2:1]([C@H:4]1[CH2:9][CH2:8][C@H:7]([CH2:10]O)[CH2:6][CH2:5]1)[CH2:2][CH3:3].N1C=CC=CC=1.S(Cl)([Cl:20])=O. Product: [CH2:1]([C@H:4]1[CH2:9][CH2:8][C@H:7]([CH2:10][Cl:20])[CH2:6][CH2:5]1)[CH2:2][CH3:3]. The catalyst class is: 11. (2) Reactant: [F:1][C:2]1[CH:7]=[C:6]([OH:8])[C:5]([OH:9])=[C:4]([N+:10]([O-:12])=[O:11])[CH:3]=1.C(=O)([O-])[O-].[K+].[K+].Br[CH2:20][CH2:21]Br.O. Product: [F:1][C:2]1[CH:3]=[C:4]([N+:10]([O-:12])=[O:11])[C:5]2[O:9][CH2:21][CH2:20][O:8][C:6]=2[CH:7]=1. The catalyst class is: 3.